Dataset: Reaction yield outcomes from USPTO patents with 853,638 reactions. Task: Predict the reaction yield, written as a fraction of the theoretical maximum amount of product (1.0 means a 100% yield; for example, 0.34 means a 34% yield). (1) The reactants are [Cl:1][C:2]1[CH:32]=[CH:31][C:5]([CH2:6][CH2:7][NH:8][C:9]([C:11]2[CH:30]=[CH:29][C:14]([O:15][C:16]3[CH:21]=[CH:20][C:19]([CH2:22][C:23]([O:25][CH2:26][CH3:27])=[O:24])=[CH:18][C:17]=3Br)=[CH:13][CH:12]=2)=[O:10])=[CH:4][CH:3]=1.C([O-])([O-])=O.[K+].[K+].[CH3:39][S:40]([C:43]1[CH:48]=[CH:47][C:46](B(O)O)=[CH:45][CH:44]=1)(=[O:42])=[O:41]. The catalyst is O1CCOCC1.O.C1C=CC([P]([Pd]([P](C2C=CC=CC=2)(C2C=CC=CC=2)C2C=CC=CC=2)([P](C2C=CC=CC=2)(C2C=CC=CC=2)C2C=CC=CC=2)[P](C2C=CC=CC=2)(C2C=CC=CC=2)C2C=CC=CC=2)(C2C=CC=CC=2)C2C=CC=CC=2)=CC=1. The product is [Cl:1][C:2]1[CH:32]=[CH:31][C:5]([CH2:6][CH2:7][NH:8][C:9]([C:11]2[CH:30]=[CH:29][C:14]([O:15][C:16]3[C:17]([C:46]4[CH:47]=[CH:48][C:43]([S:40]([CH3:39])(=[O:42])=[O:41])=[CH:44][CH:45]=4)=[CH:18][C:19]([CH2:22][C:23]([O:25][CH2:26][CH3:27])=[O:24])=[CH:20][CH:21]=3)=[CH:13][CH:12]=2)=[O:10])=[CH:4][CH:3]=1. The yield is 0.440. (2) The reactants are [Cl:1][C:2]1[CH:24]=[C:23]([C:25]([NH:27][CH2:28][C:29]2[CH:34]=[CH:33][CH:32]=[C:31]([OH:35])[CH:30]=2)=[O:26])[CH:22]=[C:21]([Cl:36])[C:3]=1[C:4]([NH:6][C@H:7]([C:17]([O:19]C)=[O:18])[CH2:8][NH:9][C:10]([C:12]1[S:13][CH:14]=[CH:15][CH:16]=1)=[O:11])=[O:5].[OH-].[Na+]. The catalyst is CO.O. The product is [Cl:1][C:2]1[CH:24]=[C:23]([C:25]([NH:27][CH2:28][C:29]2[CH:34]=[CH:33][CH:32]=[C:31]([OH:35])[CH:30]=2)=[O:26])[CH:22]=[C:21]([Cl:36])[C:3]=1[C:4]([NH:6][C@H:7]([C:17]([OH:19])=[O:18])[CH2:8][NH:9][C:10]([C:12]1[S:13][CH:14]=[CH:15][CH:16]=1)=[O:11])=[O:5]. The yield is 0.890. (3) The reactants are C([O:3][C:4]([C:6]1[CH:7]=[N:8][N:9]([CH2:15][CH2:16][O:17][C:18]([CH3:21])([CH3:20])[CH3:19])[C:10]=1[C:11]([F:14])([F:13])[F:12])=[O:5])C.[OH-].[Li+]. The catalyst is CO.O. The product is [C:18]([O:17][CH2:16][CH2:15][N:9]1[C:10]([C:11]([F:13])([F:14])[F:12])=[C:6]([C:4]([OH:5])=[O:3])[CH:7]=[N:8]1)([CH3:21])([CH3:19])[CH3:20]. The yield is 0.750. (4) No catalyst specified. The yield is 0.890. The product is [I-:7].[I-:7].[CH3:1][N+:2]1[CH:6]=[CH:5][N:4]([CH2:1][N:2]2[CH:14]=[CH:13][N+:4]([CH3:5])=[CH:3]2)[CH:3]=1. The reactants are [CH3:1][N:2]1[CH:6]=[CH:5][N:4]=[CH:3]1.[I:7]CI.O1[CH2:14][CH2:13]CC1. (5) The reactants are Br[C:2]1[CH:3]=[C:4]2[C:8](=[CH:9][CH:10]=1)[N:7]([CH:11]1[CH2:16][CH2:15][CH2:14][CH2:13][O:12]1)[N:6]=[CH:5]2.C([O-])([O-])=O.[Cs+].[Cs+].[CH:23]1([C:27]#[C:28][Si](C)(C)C)[CH2:26][CH2:25][CH2:24]1.N#N. The catalyst is [Cu]I.CC([O-])=O.CC([O-])=O.[Pd+2].C1C=CC(P(C2C=CC=CC=2)[C-]2C=CC=C2)=CC=1.C1C=CC(P(C2C=CC=CC=2)[C-]2C=CC=C2)=CC=1.[Fe+2].CC(N(C)C)=O. The product is [CH:23]1([C:27]#[C:28][C:2]2[CH:3]=[C:4]3[C:8](=[CH:9][CH:10]=2)[N:7]([CH:11]2[CH2:16][CH2:15][CH2:14][CH2:13][O:12]2)[N:6]=[CH:5]3)[CH2:26][CH2:25][CH2:24]1. The yield is 0.710. (6) The reactants are [OH:1][CH:2]1[CH2:7][CH2:6][N:5]([C:8]([O:10][C:11]([CH3:14])([CH3:13])[CH3:12])=[O:9])[CH2:4][CH2:3]1.[CH3:15][S:16](Cl)(=[O:18])=[O:17]. The catalyst is CN(C1C=CN=CC=1)C.ClCCl. The product is [CH3:15][S:16]([O:1][CH:2]1[CH2:3][CH2:4][N:5]([C:8]([O:10][C:11]([CH3:14])([CH3:13])[CH3:12])=[O:9])[CH2:6][CH2:7]1)(=[O:18])=[O:17]. The yield is 0.890. (7) The reactants are [NH2:1][C:2]1[CH:20]=[CH:19][C:5]([O:6][C:7]2[C:16]3[NH:15][C:14](=[O:17])[C:13](=[O:18])[NH:12][C:11]=3[N:10]=[CH:9][CH:8]=2)=[CH:4][CH:3]=1.[Cl:21][C:22]1[CH:27]=[CH:26][C:25]([N:28]=[C:29]=[O:30])=[CH:24][C:23]=1[C:31]([F:34])([F:33])[F:32]. No catalyst specified. The product is [Cl:21][C:22]1[CH:27]=[CH:26][C:25]([NH:28][C:29]([NH:1][C:2]2[CH:20]=[CH:19][C:5]([O:6][C:7]3[C:16]4[NH:15][C:14](=[O:17])[C:13](=[O:18])[NH:12][C:11]=4[N:10]=[CH:9][CH:8]=3)=[CH:4][CH:3]=2)=[O:30])=[CH:24][C:23]=1[C:31]([F:32])([F:33])[F:34]. The yield is 0.380.